Predict which catalyst facilitates the given reaction. From a dataset of Catalyst prediction with 721,799 reactions and 888 catalyst types from USPTO. Reactant: [NH2:1][CH:2]1[CH2:7][CH2:6][CH:5]([NH:8][C:9]2[N:17]=[C:16]3[C:12]([N:13]=[CH:14][N:15]3[CH:18]3[CH2:22][CH2:21][CH2:20][CH2:19]3)=[C:11]([NH:23][CH2:24][C:25]3[CH:30]=[CH:29][C:28](Br)=[CH:27][CH:26]=3)[N:10]=2)[CH2:4][CH2:3]1.[O:32]1C=C[C:34](B(O)O)=[CH:33]1.O.O.O.P([O-])([O-])([O-])=O.[K+].[K+].[K+].[CH3:51][N:52](C)C=O. Product: [NH2:1][CH:2]1[CH2:3][CH2:4][CH:5]([NH:8][C:9]2[N:17]=[C:16]3[C:12]([N:13]=[CH:14][N:15]3[CH:18]3[CH2:22][CH2:21][CH2:20][CH2:19]3)=[C:11]([NH:23][CH2:24][C:25]3[CH:51]=[N:52][C:28]([C:27]4[CH:34]=[CH:33][O:32][CH:26]=4)=[CH:29][CH:30]=3)[N:10]=2)[CH2:6][CH2:7]1. The catalyst class is: 568.